This data is from Peptide-MHC class I binding affinity with 185,985 pairs from IEDB/IMGT. The task is: Regression. Given a peptide amino acid sequence and an MHC pseudo amino acid sequence, predict their binding affinity value. This is MHC class I binding data. The peptide sequence is NSSYWRQGY. The MHC is HLA-B15:09 with pseudo-sequence HLA-B15:09. The binding affinity (normalized) is 0.0847.